Dataset: Reaction yield outcomes from USPTO patents with 853,638 reactions. Task: Predict the reaction yield, written as a fraction of the theoretical maximum amount of product (1.0 means a 100% yield; for example, 0.34 means a 34% yield). (1) The reactants are [CH3:1][O:2][CH2:3][O:4][C:5]1[CH:10]=[CH:9][C:8]([CH:11]=[CH:12][C:13]#[N:14])=[CH:7][CH:6]=1.Cl.Cl.[CH3:17][O:18][C:19]1[CH:24]=[CH:23][C:22]([NH:25][NH2:26])=[CH:21][N:20]=1. No catalyst specified. The product is [CH3:1][O:2][CH2:3][O:4][C:5]1[CH:10]=[CH:9][C:8]([CH:11]2[N:25]([C:22]3[CH:21]=[N:20][C:19]([O:18][CH3:17])=[CH:24][CH:23]=3)[N:26]=[C:13]([NH2:14])[CH2:12]2)=[CH:7][CH:6]=1. The yield is 0.412. (2) The reactants are [CH3:1][O:2][C:3]1[CH:4]=[C:5]([CH:14]=[CH2:15])[CH:6]=[C:7]([O:12][CH3:13])[C:8]=1[CH2:9][CH2:10][CH3:11].Br[C:17]1[C:22]([F:23])=[CH:21][C:20]([F:24])=[CH:19][C:18]=1[F:25]. No catalyst specified. The product is [CH3:13][O:12][C:7]1[CH:6]=[C:5]([CH:14]=[CH:15][C:21]2[C:22]([F:23])=[CH:17][C:18]([F:25])=[CH:19][C:20]=2[F:24])[CH:4]=[C:3]([O:2][CH3:1])[C:8]=1[CH2:9][CH2:10][CH3:11]. The yield is 0.580.